Dataset: hERG potassium channel inhibition data for cardiac toxicity prediction from Karim et al.. Task: Regression/Classification. Given a drug SMILES string, predict its toxicity properties. Task type varies by dataset: regression for continuous values (e.g., LD50, hERG inhibition percentage) or binary classification for toxic/non-toxic outcomes (e.g., AMES mutagenicity, cardiotoxicity, hepatotoxicity). Dataset: herg_karim. The compound is CC(=O)Nc1cc(Nc2cc(NC3COC3)n3ncc(C#N)c3n2)ccc1C. The result is 0 (non-blocker).